From a dataset of Peptide-MHC class II binding affinity with 134,281 pairs from IEDB. Regression. Given a peptide amino acid sequence and an MHC pseudo amino acid sequence, predict their binding affinity value. This is MHC class II binding data. (1) The peptide sequence is TLWQRPLVTIKIGGQLMEAL. The MHC is HLA-DPA10201-DPB10101 with pseudo-sequence HLA-DPA10201-DPB10101. The binding affinity (normalized) is 0.467. (2) The peptide sequence is EDDLLNRNNTFKPFA. The MHC is HLA-DQA10401-DQB10402 with pseudo-sequence HLA-DQA10401-DQB10402. The binding affinity (normalized) is 0.0356. (3) The peptide sequence is EAYRMRFAAVITRVI. The MHC is DRB1_0405 with pseudo-sequence DRB1_0405. The binding affinity (normalized) is 0.813. (4) The peptide sequence is GELQIVDKIDAAFKN. The MHC is DRB1_0404 with pseudo-sequence DRB1_0404. The binding affinity (normalized) is 0.560.